From a dataset of Reaction yield outcomes from USPTO patents with 853,638 reactions. Predict the reaction yield, written as a fraction of the theoretical maximum amount of product (1.0 means a 100% yield; for example, 0.34 means a 34% yield). (1) The reactants are [CH3:1][O:2][C:3](=[O:16])[C:4]1[CH:9]=[C:8](Cl)[N:7]=[C:6]([NH:11][CH:12]([CH2:14][CH3:15])[CH3:13])[CH:5]=1.C(P(C(C)(C)C)C1C=CC=CC=1C1C=CC=CC=1)(C)(C)C.[Na+].[CH3:39][S:40]([NH-:43])(=[O:42])=[O:41].[H-].[Na+].CS(N)(=O)=O. The catalyst is C1C=CC(/C=C/C(/C=C/C2C=CC=CC=2)=O)=CC=1.C1C=CC(/C=C/C(/C=C/C2C=CC=CC=2)=O)=CC=1.C1C=CC(/C=C/C(/C=C/C2C=CC=CC=2)=O)=CC=1.[Pd].[Pd].C1COCC1.C1(C)C=CC=CC=1. The product is [CH3:1][O:2][C:3](=[O:16])[C:4]1[CH:9]=[C:8]([NH:43][S:40]([CH3:39])(=[O:42])=[O:41])[N:7]=[C:6]([NH:11][C@H:12]([CH2:14][CH3:15])[CH3:13])[CH:5]=1. The yield is 0.760. (2) The reactants are [CH3:1][C:2]1[NH:7][C:6](=[O:8])[C:5]([C:9]#[N:10])=[C:4]([CH:11]([CH3:13])[CH3:12])[CH:3]=1.[B-](F)(F)(F)[F:15].[B-](F)(F)(F)F.C1[N+]2(CCl)CC[N+](F)(CC2)C1. The catalyst is CC#N. The product is [F:15][C:3]1[C:4]([CH:11]([CH3:13])[CH3:12])=[C:5]([C:9]#[N:10])[C:6](=[O:8])[NH:7][C:2]=1[CH3:1]. The yield is 0.360.